From a dataset of Reaction yield outcomes from USPTO patents with 853,638 reactions. Predict the reaction yield, written as a fraction of the theoretical maximum amount of product (1.0 means a 100% yield; for example, 0.34 means a 34% yield). (1) The reactants are [CH3:1][C:2]([CH3:18])([CH2:16][CH3:17])[C:3](=[O:15])[C:4]([N:6]1[CH:10]([C:11]([O:13]C)=[O:12])[CH2:9][O:8][CH2:7]1)=[O:5].[Li+].[OH-]. The catalyst is CO. The product is [CH3:1][C:2]([CH3:18])([CH2:16][CH3:17])[C:3](=[O:15])[C:4]([N:6]1[CH:10]([C:11]([OH:13])=[O:12])[CH2:9][O:8][CH2:7]1)=[O:5]. The yield is 0.860. (2) The reactants are [CH3:1][N:2]1[CH:6]=[C:5]([NH:7][C:8]([O:10][CH2:11][CH:12]=[CH2:13])=[O:9])[C:4]([O:14][CH3:15])=[C:3]1[C:16]([O:18]CC)=[O:17].[OH-].[Na+].C(O)C. The catalyst is O. The product is [CH3:1][N:2]1[CH:6]=[C:5]([NH:7][C:8]([O:10][CH2:11][CH:12]=[CH2:13])=[O:9])[C:4]([O:14][CH3:15])=[C:3]1[C:16]([OH:18])=[O:17]. The yield is 0.710. (3) The reactants are [Cl-].[Cl-].[Cl-].[Ga+3:4].[F:23][C:14]1[C:13]([Zn][C:13]2[C:18]([F:19])=[C:17]([F:20])[C:16]([F:21])=[C:15]([F:22])[C:14]=2[F:23])=[C:18]([F:19])[C:17]([F:20])=[C:16]([F:21])[C:15]=1[F:22]. The catalyst is [Cl-].[Zn+2].[Cl-].C1(C)C=CC=CC=1. The product is [F:23][C:14]1[C:13]([Ga:4]([C:13]2[C:14]([F:23])=[C:15]([F:22])[C:16]([F:21])=[C:17]([F:20])[C:18]=2[F:19])[C:13]2[C:14]([F:23])=[C:15]([F:22])[C:16]([F:21])=[C:17]([F:20])[C:18]=2[F:19])=[C:18]([F:19])[C:17]([F:20])=[C:16]([F:21])[C:15]=1[F:22]. The yield is 0.900. (4) The reactants are [NH2:1][C:2]1[NH:7][C:6](=[O:8])[C:5]([N+:9]([O-:11])=[O:10])=[C:4](Cl)[N:3]=1.[O:13]1[CH:17]=[CH:16][CH:15]=[C:14]1B(O)O.C(=O)([O-])[O-].[Na+].[Na+]. The catalyst is O1CCOCC1.O.C1C=CC(P(C2C=CC=CC=2)C2C=CC=CC=2)=CC=1.C1C=CC(P(C2C=CC=CC=2)C2C=CC=CC=2)=CC=1.C1C=CC(P(C2C=CC=CC=2)C2C=CC=CC=2)=CC=1.C1C=CC(P(C2C=CC=CC=2)C2C=CC=CC=2)=CC=1.[Pd]. The product is [NH2:1][C:2]1[NH:7][C:6](=[O:8])[C:5]([N+:9]([O-:11])=[O:10])=[C:4]([C:14]2[O:13][CH:17]=[CH:16][CH:15]=2)[N:3]=1. The yield is 0.440. (5) The reactants are [CH3:1][O:2][C:3]1[CH:4]=[C:5]2[C:10](=[CH:11][C:12]=1[O:13][CH3:14])[N:9]=[CH:8][CH:7]=[C:6]2[O:15][C:16]1[CH:22]=[CH:21][C:19]([NH2:20])=[CH:18][CH:17]=1.Cl[C:24](Cl)([O:26][C:27](=[O:33])OC(Cl)(Cl)Cl)Cl.[C:35]1([CH2:41]CO)[CH:40]=[CH:39][CH:38]=[CH:37][CH:36]=1.C(=O)(O)[O-].[Na+]. The catalyst is C(Cl)Cl.C(N(CC)CC)C.C1(C)C=CC=CC=1. The product is [CH3:1][O:2][C:3]1[CH:4]=[C:5]2[C:10](=[CH:11][C:12]=1[O:13][CH3:14])[N:9]=[CH:8][CH:7]=[C:6]2[O:15][C:16]1[CH:22]=[CH:21][C:19]([NH:20][C:27](=[O:33])[O:26][CH2:24][CH2:41][C:35]2[CH:40]=[CH:39][CH:38]=[CH:37][CH:36]=2)=[CH:18][CH:17]=1. The yield is 0.510. (6) The reactants are [CH:1]1([CH2:7][NH2:8])[CH2:6][CH2:5][CH2:4][CH2:3][CH2:2]1.[C:9]([O:13][C:14]([N:16]1[CH2:22][CH2:21][C:20]2[C:23]([S:28][CH2:29][C:30]3[CH:31]=[N:32][C:33](Cl)=[CH:34][CH:35]=3)=[C:24]([Cl:27])[CH:25]=[CH:26][C:19]=2[CH2:18][CH2:17]1)=[O:15])([CH3:12])([CH3:11])[CH3:10].[Cl-].[NH4+]. The catalyst is CCOC(C)=O. The product is [C:9]([O:13][C:14]([N:16]1[CH2:22][CH2:21][C:20]2[C:23]([S:28][CH2:29][C:30]3[CH:31]=[N:32][C:33]([NH:8][CH2:7][CH:1]4[CH2:6][CH2:5][CH2:4][CH2:3][CH2:2]4)=[CH:34][CH:35]=3)=[C:24]([Cl:27])[CH:25]=[CH:26][C:19]=2[CH2:18][CH2:17]1)=[O:15])([CH3:12])([CH3:10])[CH3:11]. The yield is 0.400. (7) The reactants are [Cl:1][C:2]1[CH:7]=[CH:6][C:5]([CH2:8][C:9]([OH:11])=[O:10])=[CH:4][CH:3]=1.[Br:12]Br.O. The catalyst is ClC1C=CC=CC=1. The product is [Br:12][CH:8]([C:5]1[CH:4]=[CH:3][C:2]([Cl:1])=[CH:7][CH:6]=1)[C:9]([OH:11])=[O:10]. The yield is 0.950.